From a dataset of Reaction yield outcomes from USPTO patents with 853,638 reactions. Predict the reaction yield, written as a fraction of the theoretical maximum amount of product (1.0 means a 100% yield; for example, 0.34 means a 34% yield). (1) The reactants are [CH3:1][O:2][C:3]1[CH:8]=[CH:7][CH:6]=[C:5]([O:9][CH3:10])[N:4]=1.[Li]CCCC.[C:16]([O:20][C:21]([N:23]1[CH2:28][CH2:27][C:26](=[C:29](Br)[C:30]2[CH:35]=[CH:34][CH:33]=[CH:32][CH:31]=2)[CH2:25][CH2:24]1)=[O:22])([CH3:19])([CH3:18])[CH3:17]. The catalyst is C1COCC1.[Br-].[Zn+2].[Br-].C1C=CC([P]([Pd]([P](C2C=CC=CC=2)(C2C=CC=CC=2)C2C=CC=CC=2)([P](C2C=CC=CC=2)(C2C=CC=CC=2)C2C=CC=CC=2)[P](C2C=CC=CC=2)(C2C=CC=CC=2)C2C=CC=CC=2)(C2C=CC=CC=2)C2C=CC=CC=2)=CC=1. The product is [C:16]([O:20][C:21]([N:23]1[CH2:24][CH2:25][C:26](=[C:29]([C:30]2[CH:31]=[CH:32][CH:33]=[CH:34][CH:35]=2)[C:8]2[C:3]([O:2][CH3:1])=[N:4][C:5]([O:9][CH3:10])=[CH:6][CH:7]=2)[CH2:27][CH2:28]1)=[O:22])([CH3:19])([CH3:17])[CH3:18]. The yield is 0.480. (2) The reactants are [CH2:1]([NH:8][C@H:9]([CH2:17][OH:18])[CH2:10][C:11]1[CH:16]=[CH:15][CH:14]=[CH:13][CH:12]=1)[C:2]1[CH:7]=[CH:6][CH:5]=[CH:4][CH:3]=1.CO.[C:21](O[C:21]([O:23][C:24]([CH3:27])([CH3:26])[CH3:25])=[O:22])([O:23][C:24]([CH3:27])([CH3:26])[CH3:25])=[O:22]. The catalyst is C(N(CC)CC)C. The product is [C:24]([O:23][C:21]([N:8]([CH2:1][C:2]1[CH:7]=[CH:6][CH:5]=[CH:4][CH:3]=1)[C@H:9]([CH2:17][OH:18])[CH2:10][C:11]1[CH:16]=[CH:15][CH:14]=[CH:13][CH:12]=1)=[O:22])([CH3:27])([CH3:26])[CH3:25]. The yield is 0.970. (3) The reactants are FC(F)(F)C(O)=O.[F:8][C:9]1[C:10]([C:43]([O:45]C)=[O:44])=[CH:11][C:12]2[CH2:13][CH2:14][CH2:15][C:16]([OH:42])([C:19]3[S:20][C:21]([C:24]4[CH:29]=[C:28]([CH3:30])[CH:27]=[C:26]([NH:31][C:32]5[CH:37]=[C:36]([C:38]([F:41])([F:40])[F:39])[CH:35]=[CH:34][N:33]=5)[N:25]=4)=[CH:22][N:23]=3)[C:17]=2[CH:18]=1.[OH-].[K+].Cl. The catalyst is O1CCCC1. The product is [F:8][C:9]1[C:10]([C:43]([OH:45])=[O:44])=[CH:11][C:12]2[CH2:13][CH2:14][CH2:15][C:16]([OH:42])([C:19]3[S:20][C:21]([C:24]4[CH:29]=[C:28]([CH3:30])[CH:27]=[C:26]([NH:31][C:32]5[CH:37]=[C:36]([C:38]([F:41])([F:39])[F:40])[CH:35]=[CH:34][N:33]=5)[N:25]=4)=[CH:22][N:23]=3)[C:17]=2[CH:18]=1. The yield is 0.710. (4) The reactants are Cl.Cl.[NH2:3][C@@H:4]1[CH:9]2[CH2:10][CH2:11][N:6]([CH2:7][CH2:8]2)[CH2:5]1.CCN(C(C)C)C(C)C.[CH3:21][N:22]1[C:26]([C:27]2[CH:32]=[CH:31][CH:30]=[CH:29][CH:28]=2)=[CH:25][CH:24]=[C:23]1[C:33](O)=[O:34].CN(C(ON1N=NC2C=CC=NC1=2)=[N+](C)C)C.F[P-](F)(F)(F)(F)F. The catalyst is C1COCC1.C(Cl)Cl. The product is [N:6]12[CH2:11][CH2:10][CH:9]([CH2:8][CH2:7]1)[C@@H:4]([NH:3][C:33]([C:23]1[N:22]([CH3:21])[C:26]([C:27]3[CH:28]=[CH:29][CH:30]=[CH:31][CH:32]=3)=[CH:25][CH:24]=1)=[O:34])[CH2:5]2. The yield is 0.310. (5) The reactants are C(OC([NH:11][C@H:12]([C:20]([OH:22])=O)[CH2:13][C:14]1[CH:19]=[CH:18][CH:17]=[CH:16][CH:15]=1)=O)C1C=CC=CC=1.[C:23](=[O:34])([O:29][C:30]([CH3:33])(C)C)OC(C)(C)C.C(=O)([O-])O.[NH4+:39].N1[CH:45]=[CH:44][CH:43]=[CH:42][CH:41]=1. The catalyst is O.O1CCOCC1. The product is [CH2:30]([O:29][C:23]([NH:39][C:20](=[O:22])[C@H:12]([CH2:13][C:14]1[CH:15]=[CH:16][CH:17]=[CH:18][CH:19]=1)[NH2:11])=[O:34])[C:33]1[CH:45]=[CH:44][CH:43]=[CH:42][CH:41]=1. The yield is 0.800. (6) The reactants are C([O:5][C:6](=[O:68])[CH2:7][CH2:8][CH2:9][CH2:10][CH2:11][CH2:12][CH2:13][CH2:14][CH2:15][CH2:16][CH2:17][CH2:18][CH2:19][CH2:20][CH2:21][CH2:22][CH2:23][CH2:24][C:25](=[O:67])[NH:26][C@H:27]([C:60]([O:62]C(C)(C)C)=[O:61])[CH2:28][CH2:29][C:30](=[O:59])[NH:31][CH2:32][CH2:33][O:34][CH2:35][CH2:36][O:37][CH2:38][C:39](=[O:58])[NH:40][CH2:41][CH2:42][O:43][CH2:44][CH2:45][O:46][CH2:47][C:48]([O:50][N:51]1[C:55](=[O:56])[CH2:54][CH2:53][C:52]1=[O:57])=[O:49])(C)(C)C. The catalyst is C(O)(C(F)(F)F)=O. The product is [C:60]([C@@H:27]([NH:26][C:25]([CH2:24][CH2:23][CH2:22][CH2:21][CH2:20][CH2:19][CH2:18][CH2:17][CH2:16][CH2:15][CH2:14][CH2:13][CH2:12][CH2:11][CH2:10][CH2:9][CH2:8][CH2:7][C:6]([OH:68])=[O:5])=[O:67])[CH2:28][CH2:29][C:30](=[O:59])[NH:31][CH2:32][CH2:33][O:34][CH2:35][CH2:36][O:37][CH2:38][C:39](=[O:58])[NH:40][CH2:41][CH2:42][O:43][CH2:44][CH2:45][O:46][CH2:47][C:48]([O:50][N:51]1[C:55](=[O:56])[CH2:54][CH2:53][C:52]1=[O:57])=[O:49])([OH:62])=[O:61]. The yield is 0.800. (7) The reactants are FC(F)(F)S(O[C:7]1[CH:8]=[C:9]2[C:14](=[CH:15][CH:16]=1)[N:13]=[CH:12][CH:11]=[CH:10]2)(=O)=O.[C:19](=[N:32][NH2:33])([C:26]1[CH:31]=[CH:30][CH:29]=[CH:28][CH:27]=1)[C:20]1[CH:25]=[CH:24][CH:23]=[CH:22][CH:21]=1.C(=O)([O-])[O-].[Cs+].[Cs+]. The catalyst is C1(C)C=CC=CC=1.C1(P(C2C=CC=CC=2)[C-]2C=CC=C2)C=CC=CC=1.[C-]1(P(C2C=CC=CC=2)C2C=CC=CC=2)C=CC=C1.[Fe+2].C([O-])(=O)C.[Pd+2].C([O-])(=O)C. The product is [C:20]1([C:19]([C:26]2[CH:31]=[CH:30][CH:29]=[CH:28][CH:27]=2)=[N:32][NH:33][C:7]2[CH:8]=[C:9]3[C:14](=[CH:15][CH:16]=2)[N:13]=[CH:12][CH:11]=[CH:10]3)[CH:21]=[CH:22][CH:23]=[CH:24][CH:25]=1. The yield is 0.686.